This data is from Peptide-MHC class I binding affinity with 185,985 pairs from IEDB/IMGT. The task is: Regression. Given a peptide amino acid sequence and an MHC pseudo amino acid sequence, predict their binding affinity value. This is MHC class I binding data. (1) The peptide sequence is VNWLNLNEM. The MHC is H-2-Kb with pseudo-sequence H-2-Kb. The binding affinity (normalized) is 0.500. (2) The peptide sequence is YRTLGVFRY. The MHC is HLA-B27:05 with pseudo-sequence HLA-B27:05. The binding affinity (normalized) is 0.540. (3) The peptide sequence is KSLGIDQIW. The MHC is HLA-A31:01 with pseudo-sequence HLA-A31:01. The binding affinity (normalized) is 0.219. (4) The peptide sequence is EPGPSGLLI. The MHC is HLA-A02:11 with pseudo-sequence HLA-A02:11. The binding affinity (normalized) is 0.0847. (5) The peptide sequence is LPSCPTNFCIF. The MHC is HLA-B08:01 with pseudo-sequence HLA-B08:01. The binding affinity (normalized) is 0.0847. (6) The peptide sequence is GMFTNRYGSQ. The MHC is HLA-A03:01 with pseudo-sequence HLA-A03:01. The binding affinity (normalized) is 0. (7) The peptide sequence is SMASLKSLY. The MHC is HLA-A03:01 with pseudo-sequence HLA-A03:01. The binding affinity (normalized) is 0.982. (8) The peptide sequence is LYLYALIYFL. The MHC is HLA-A26:01 with pseudo-sequence HLA-A26:01. The binding affinity (normalized) is 0.278. (9) The peptide sequence is EEQKLPINA. The MHC is Patr-B2401 with pseudo-sequence Patr-B2401. The binding affinity (normalized) is 0.